Dataset: Forward reaction prediction with 1.9M reactions from USPTO patents (1976-2016). Task: Predict the product of the given reaction. (1) Given the reactants CN(C)[CH:3]=[C:4]([C:10]1[CH:11]=[N:12][CH:13]=[CH:14][CH:15]=1)[C:5](OCC)=[O:6].[NH:17]([C:19]1[CH:24]=[C:23]([N:25]2[CH2:30][CH2:29][N:28]([CH3:31])[CH2:27][CH2:26]2)[N:22]=[CH:21][N:20]=1)[NH2:18].C12(CS(O)(=O)=O)C(C)(C)C(CC1)CC2=O.C[O-].[Na+].[ClH:50], predict the reaction product. The product is: [ClH:50].[ClH:50].[CH3:31][N:28]1[CH2:29][CH2:30][N:25]([C:23]2[N:22]=[CH:21][N:20]=[C:19]([N:17]3[C:5](=[O:6])[C:4]([C:10]4[CH:11]=[N:12][CH:13]=[CH:14][CH:15]=4)=[CH:3][NH:18]3)[CH:24]=2)[CH2:26][CH2:27]1. (2) The product is: [F:31][C:28]1[CH:27]=[CH:26][C:25]([C:23]2[N:24]=[C:19]3[CH:18]=[CH:17][C:16]([N:14]4[CH2:13][CH:11]5[CH:10]([CH2:9][NH:8][CH2:12]5)[CH2:15]4)=[N:21][N:20]3[C:22]=2[C:32]2[CH:37]=[CH:36][N:35]=[N:34][CH:33]=2)=[CH:30][CH:29]=1. Given the reactants C([N:8]1[CH2:12][CH:11]2[CH2:13][N:14]([C:16]3[CH:17]=[CH:18][C:19]4[N:20]([C:22]([C:32]5[CH:37]=[CH:36][N:35]=[N:34][CH:33]=5)=[C:23]([C:25]5[CH:30]=[CH:29][C:28]([F:31])=[CH:27][CH:26]=5)[N:24]=4)[N:21]=3)[CH2:15][CH:10]2[CH2:9]1)C1C=CC=CC=1.C([O-])=O.[NH4+], predict the reaction product. (3) Given the reactants [C:1]1([C:7]2[O:11][C:10]([C:12]([NH:14][NH:15]C(OC(C)(C)C)=O)=[O:13])=[CH:9][CH:8]=2)[CH:6]=[CH:5][CH:4]=[CH:3][CH:2]=1.C(O)(C(F)(F)F)=O, predict the reaction product. The product is: [C:1]1([C:7]2[O:11][C:10]([C:12]([NH:14][NH2:15])=[O:13])=[CH:9][CH:8]=2)[CH:2]=[CH:3][CH:4]=[CH:5][CH:6]=1. (4) The product is: [OH:16][N:15]=[CH:1][C:3]1[CH:13]=[CH:12][C:6]([CH2:7][NH:8][C:9](=[O:11])[CH3:10])=[CH:5][CH:4]=1. Given the reactants [CH:1]([C:3]1[CH:13]=[CH:12][C:6]([CH2:7][NH:8][C:9](=[O:11])[CH3:10])=[CH:5][CH:4]=1)=O.Cl.[NH2:15][OH:16].C([O-])(=O)C.[Na+], predict the reaction product. (5) The product is: [Cl:1][C:2]1[NH:11][C:10](=[O:18])[C:9]2[C:4](=[CH:5][CH:6]=[C:7]([CH3:13])[CH:8]=2)[N:3]=1. Given the reactants [Cl:1][C:2]1[N:11]=[C:10](Cl)[C:9]2[C:4](=[CH:5][CH:6]=[C:7]([CH3:13])[CH:8]=2)[N:3]=1.[OH-].[Na+].C(O)(=[O:18])C, predict the reaction product. (6) Given the reactants C1(P(C2C=CC=CC=2)C2C=CC=CC=2)C=CC=CC=1.[Si:20]([O:27][C:28]1[CH:33]=[CH:32][CH:31]=[CH:30][C:29]=1[CH2:34]O)([C:23]([CH3:26])([CH3:25])[CH3:24])([CH3:22])[CH3:21].N1C=CN=C1.[Br:41]Br, predict the reaction product. The product is: [Si:20]([O:27][C:28]1[CH:33]=[CH:32][CH:31]=[CH:30][C:29]=1[CH2:34][Br:41])([C:23]([CH3:26])([CH3:25])[CH3:24])([CH3:22])[CH3:21].